From a dataset of Forward reaction prediction with 1.9M reactions from USPTO patents (1976-2016). Predict the product of the given reaction. Given the reactants [C:1]1([CH3:16])[CH:6]=[CH:5][C:4]([C:7]2[NH:8][C:9]([C:12]([O:14][CH3:15])=[O:13])=[CH:10][N:11]=2)=[CH:3][CH:2]=1.C([O-])(C)(C)C.[K+].C1(P(C2C=CC=CC=2)(=O)O[NH2:31])C=CC=CC=1, predict the reaction product. The product is: [NH2:31][N:8]1[C:9]([C:12]([O:14][CH3:15])=[O:13])=[CH:10][N:11]=[C:7]1[C:4]1[CH:3]=[CH:2][C:1]([CH3:16])=[CH:6][CH:5]=1.